Dataset: Merck oncology drug combination screen with 23,052 pairs across 39 cell lines. Task: Regression. Given two drug SMILES strings and cell line genomic features, predict the synergy score measuring deviation from expected non-interaction effect. (1) Drug 1: C=CCn1c(=O)c2cnc(Nc3ccc(N4CCN(C)CC4)cc3)nc2n1-c1cccc(C(C)(C)O)n1. Drug 2: COC1CC2CCC(C)C(O)(O2)C(=O)C(=O)N2CCCCC2C(=O)OC(C(C)CC2CCC(OP(C)(C)=O)C(OC)C2)CC(=O)C(C)C=C(C)C(O)C(OC)C(=O)C(C)CC(C)C=CC=CC=C1C. Cell line: KPL1. Synergy scores: synergy=32.9. (2) Drug 1: O=C(CCCCCCC(=O)Nc1ccccc1)NO. Drug 2: Nc1ccn(C2OC(CO)C(O)C2(F)F)c(=O)n1. Cell line: OVCAR3. Synergy scores: synergy=-6.94. (3) Drug 1: O=C(CCCCCCC(=O)Nc1ccccc1)NO. Drug 2: COC1=C2CC(C)CC(OC)C(O)C(C)C=C(C)C(OC(N)=O)C(OC)C=CC=C(C)C(=O)NC(=CC1=O)C2=O. Cell line: UWB1289BRCA1. Synergy scores: synergy=-11.6. (4) Drug 1: C=CCn1c(=O)c2cnc(Nc3ccc(N4CCN(C)CC4)cc3)nc2n1-c1cccc(C(C)(C)O)n1. Drug 2: CC(C)CC(NC(=O)C(Cc1ccccc1)NC(=O)c1cnccn1)B(O)O. Cell line: SKMES1. Synergy scores: synergy=-18.7.